From a dataset of Reaction yield outcomes from USPTO patents with 853,638 reactions. Predict the reaction yield, written as a fraction of the theoretical maximum amount of product (1.0 means a 100% yield; for example, 0.34 means a 34% yield). (1) The catalyst is O. The reactants are O1CCCC1.[CH:6]1([O:11][C:12]2[CH:17]=[CH:16][C:15]([CH2:18][C:19](Cl)=[N:20][OH:21])=[CH:14][CH:13]=2)[CH2:10][CH2:9][CH2:8][CH2:7]1.[C:23]([C:25]1[C:26]([NH2:31])=[N:27][CH:28]=[CH:29][CH:30]=1)#[CH:24].C(N(CC)CC)C. The product is [CH:6]1([O:11][C:12]2[CH:17]=[CH:16][C:15]([CH2:18][C:19]3[CH:24]=[C:23]([C:25]4[C:26]([NH2:31])=[N:27][CH:28]=[CH:29][CH:30]=4)[O:21][N:20]=3)=[CH:14][CH:13]=2)[CH2:10][CH2:9][CH2:8][CH2:7]1. The yield is 0.220. (2) The reactants are Br[C:2]1[CH:3]=[N:4][C:5]2[C:10]([CH:11]=1)=[N:9][CH:8]=[CH:7][C:6]=2[Cl:12].C([Li])CCC.[O:18]=[C:19]1[CH2:24][CH2:23][N:22]([C:25]([O:27][C:28]([CH3:31])([CH3:30])[CH3:29])=[O:26])[CH2:21][CH2:20]1. The catalyst is C1COCC1. The product is [Cl:12][C:6]1[CH:7]=[CH:8][N:9]=[C:10]2[C:5]=1[N:4]=[CH:3][C:2]([C:19]1([OH:18])[CH2:20][CH2:21][N:22]([C:25]([O:27][C:28]([CH3:30])([CH3:29])[CH3:31])=[O:26])[CH2:23][CH2:24]1)=[CH:11]2. The yield is 0.380. (3) The reactants are [F:1][C@@H:2]1[CH2:6][CH2:5][NH:4][C:3]1=O.[F:8][B-:9]([F:12])([F:11])[F:10].[CH3:13][O+](C)C.[F:17][C:18]1[C:23]([NH:24][NH2:25])=[C:22]([F:26])[C:21]([F:27])=[C:20]([F:28])[C:19]=1[F:29]. The catalyst is ClCCl. The product is [F:8][B-:9]([F:12])([F:11])[F:10].[F:1][C@@H:2]1[C:3]2=[N:25][N+:24]([C:23]3[C:18]([F:17])=[C:19]([F:29])[C:20]([F:28])=[C:21]([F:27])[C:22]=3[F:26])=[CH:13][N:4]2[CH2:5][CH2:6]1. The yield is 0.770.